From a dataset of NCI-60 drug combinations with 297,098 pairs across 59 cell lines. Regression. Given two drug SMILES strings and cell line genomic features, predict the synergy score measuring deviation from expected non-interaction effect. Drug 1: CC1CCC2CC(C(=CC=CC=CC(CC(C(=O)C(C(C(=CC(C(=O)CC(OC(=O)C3CCCCN3C(=O)C(=O)C1(O2)O)C(C)CC4CCC(C(C4)OC)O)C)C)O)OC)C)C)C)OC. Drug 2: CC12CCC3C(C1CCC2OP(=O)(O)O)CCC4=C3C=CC(=C4)OC(=O)N(CCCl)CCCl.[Na+]. Cell line: HL-60(TB). Synergy scores: CSS=-11.8, Synergy_ZIP=3.59, Synergy_Bliss=-4.30, Synergy_Loewe=-14.5, Synergy_HSA=-13.9.